This data is from Full USPTO retrosynthesis dataset with 1.9M reactions from patents (1976-2016). The task is: Predict the reactants needed to synthesize the given product. (1) The reactants are: [CH3:1][C@H:2]1[C@@:41]2([OH:43])[O:42][CH:5]([CH2:6][C@H:7]([O:68][CH3:69])[C:8]([CH3:67])=[CH:9][CH:10]=[CH:11][CH:12]=[CH:13][C@@H:14]([CH3:66])[CH2:15][C@@H:16]([CH3:65])[C:17]([C@H:19]([O:63][CH3:64])[C@H:20]([OH:62])[C:21]([CH3:61])=[CH:22][C@@H:23]([CH3:60])[C:24]([CH2:26][C@@H:27]([C@@H:44]([CH2:46][C@H:47]3[CH2:52][C@@H:51]([O:53][CH3:54])[C@@H:50]([N:55]4[N:59]=[N:58][N:57]=[CH:56]4)[CH2:49][CH2:48]3)[CH3:45])[O:28][C:29]([C@H:31]3[N:36]([C:37]([C:39]2=[O:40])=[O:38])[CH2:35][CH2:34][CH2:33][CH2:32]3)=[O:30])=[O:25])=[O:18])[CH2:4][CH2:3]1.C1(C)C=CC=CC=1. Given the product [CH3:1][C@H:2]1[C@@:41]2([OH:43])[O:42][CH:5]([CH2:6][C@H:7]([O:68][CH3:69])[C:8]([CH3:67])=[CH:9][CH:10]=[CH:11][CH:12]=[CH:13][C@@H:14]([CH3:66])[CH2:15][C@@H:16]([CH3:65])[C:17]([C@H:19]([O:63][CH3:64])[C@H:20]([OH:62])[C:21]([CH3:61])=[CH:22][C@@H:23]([CH3:60])[C:24]([CH2:26][C@@H:27]([C@@H:44]([CH2:46][C@H:47]3[CH2:52][C@@H:51]([O:53][CH3:54])[C@@H:50]([N:55]4[N:59]=[N:58][N:57]=[CH:56]4)[CH2:49][CH2:48]3)[CH3:45])[O:28][C:29]([C@H:31]3[N:36]([C:37]([C:39]2=[O:40])=[O:38])[CH2:35][CH2:34][CH2:33][CH2:32]3)=[O:30])=[O:25])=[O:18])[CH2:4][CH2:3]1.[O:53]1[CH2:51][CH2:52][CH2:47][CH2:54]1, predict the reactants needed to synthesize it. (2) Given the product [OH:1][CH2:2][CH2:3][CH2:4][CH2:5][NH:6][S:7]([C:10]1[CH:15]=[CH:14][C:13]([C:22]2[CH:21]=[CH:20][CH:19]=[C:18]([CH3:17])[CH:23]=2)=[CH:12][CH:11]=1)(=[O:9])=[O:8], predict the reactants needed to synthesize it. The reactants are: [OH:1][CH2:2][CH2:3][CH2:4][CH2:5][NH:6][S:7]([C:10]1[CH:15]=[CH:14][C:13](Br)=[CH:12][CH:11]=1)(=[O:9])=[O:8].[CH3:17][C:18]1[CH:19]=[C:20](B(O)O)[CH:21]=[CH:22][CH:23]=1. (3) Given the product [Cl:12][C:11]1[C:2]([NH:22][S:19]([C:13]2[CH:18]=[CH:17][CH:16]=[CH:15][CH:14]=2)(=[O:21])=[O:20])=[N:3][C:4]2[C:9]([N:10]=1)=[CH:8][CH:7]=[CH:6][CH:5]=2, predict the reactants needed to synthesize it. The reactants are: Cl[C:2]1[C:11]([Cl:12])=[N:10][C:9]2[C:4](=[CH:5][CH:6]=[CH:7][CH:8]=2)[N:3]=1.[C:13]1([S:19]([NH2:22])(=[O:21])=[O:20])[CH:18]=[CH:17][CH:16]=[CH:15][CH:14]=1.C(=O)([O-])[O-].[Cs+].[Cs+].Cl. (4) Given the product [Cl:30]/[C:31](=[N:11]/[NH:6][C:5]1[CH:4]=[C:3]([Cl:2])[CH:9]=[C:8]([Cl:10])[CH:7]=1)/[C:32]([O:34][CH2:35][CH3:36])=[O:33], predict the reactants needed to synthesize it. The reactants are: Cl.[Cl:2][C:3]1[CH:4]=[C:5]([CH:7]=[C:8]([Cl:10])[CH:9]=1)[NH2:6].[N:11]([O-])=O.[Na+].C([O-])(=O)C.[Na+].C(CC(=O)C(Cl)C(O)=O)C.[Cl:30][CH:31](C(=O)C)[C:32]([O:34][CH2:35][CH3:36])=[O:33]. (5) Given the product [OH:36][C@@H:20]1[C@@H:19]([C:16]2[CH:15]=[CH:14][C:13]([OH:12])=[CH:18][CH:17]=2)[C@H:24]([O:25][Si:26]([CH:30]([CH3:32])[CH3:31])([CH:33]([CH3:35])[CH3:34])[CH:27]([CH3:28])[CH3:29])[CH2:23][N:22]([C:2]([O:4][CH2:5][C:6]2[CH:11]=[CH:10][CH:9]=[CH:8][CH:7]=2)=[O:3])[CH2:21]1, predict the reactants needed to synthesize it. The reactants are: Cl[C:2]([O:4][CH2:5][C:6]1[CH:11]=[CH:10][CH:9]=[CH:8][CH:7]=1)=[O:3].[OH:12][C:13]1[CH:18]=[CH:17][C:16]([C@H:19]2[C@H:24]([O:25][Si:26]([CH:33]([CH3:35])[CH3:34])([CH:30]([CH3:32])[CH3:31])[CH:27]([CH3:29])[CH3:28])[CH2:23][NH:22][CH2:21][C@@H:20]2[OH:36])=[CH:15][CH:14]=1. (6) Given the product [Cl:17][CH2:18][C:19]([C:2]1[CH:7]=[C:6]([F:8])[CH:5]=[C:4]([Cl:9])[CH:3]=1)([OH:20])[CH2:21][Cl:22], predict the reactants needed to synthesize it. The reactants are: Br[C:2]1[CH:7]=[C:6]([F:8])[CH:5]=[C:4]([Cl:9])[CH:3]=1.C([Li])CCCCC.[Cl:17][CH2:18][C:19]([CH2:21][Cl:22])=[O:20].